This data is from Forward reaction prediction with 1.9M reactions from USPTO patents (1976-2016). The task is: Predict the product of the given reaction. Given the reactants [NH2:1][C:2]1[CH:7]=[CH:6][C:5]([NH2:8])=[CH:4][CH:3]=1.[N:9]([C:12]1[CH:17]=[CH:16][C:15]([S:18]([NH2:21])(=[O:20])=[O:19])=[CH:14][CH:13]=1)=[C:10]=[S:11], predict the reaction product. The product is: [NH2:1][C:2]1[CH:7]=[CH:6][C:5]([NH:8][C:10](=[S:11])[NH:9][C:12]2[CH:17]=[CH:16][C:15]([S:18]([NH2:21])(=[O:19])=[O:20])=[CH:14][CH:13]=2)=[CH:4][CH:3]=1.